This data is from Full USPTO retrosynthesis dataset with 1.9M reactions from patents (1976-2016). The task is: Predict the reactants needed to synthesize the given product. (1) Given the product [C:1]([C:5]1[CH:9]=[C:8]([NH:10][C:11](=[O:19])[NH:23][C:24]2[CH:29]=[CH:28][C:27]([NH:30][C:31](=[O:50])[C:32]3[CH:37]=[CH:36][C:35]([O:38][CH:39]4[CH2:44][C:43]([CH3:45])([CH3:46])[N:42]([CH3:47])[C:41]([CH3:49])([CH3:48])[CH2:40]4)=[CH:34][N:33]=3)=[CH:26][CH:25]=2)[N:7]([CH3:20])[N:6]=1)([CH3:2])([CH3:3])[CH3:4], predict the reactants needed to synthesize it. The reactants are: [C:1]([C:5]1[CH:9]=[C:8]([NH:10][C:11](=[O:19])OC2C=CC=CC=2)[N:7]([CH3:20])[N:6]=1)([CH3:4])([CH3:3])[CH3:2].Cl.Cl.[NH2:23][C:24]1[CH:29]=[CH:28][C:27]([NH:30][C:31](=[O:50])[C:32]2[CH:37]=[CH:36][C:35]([O:38][CH:39]3[CH2:44][C:43]([CH3:46])([CH3:45])[N:42]([CH3:47])[C:41]([CH3:49])([CH3:48])[CH2:40]3)=[CH:34][N:33]=2)=[CH:26][CH:25]=1.C(N(CC)CC)C. (2) Given the product [S:11]1[CH:12]=[CH:13][CH:14]=[C:10]1[C:8]([NH:7][C@@H:3]1[CH2:4][CH2:5][CH2:6][N:1]([CH:23]2[CH2:24][CH2:25][N:20]([C:15]([O:17][CH2:18][CH3:19])=[O:16])[CH2:21][CH2:22]2)[CH2:2]1)=[O:9], predict the reactants needed to synthesize it. The reactants are: [NH:1]1[CH2:6][CH2:5][CH2:4][C@@H:3]([NH:7][C:8]([C:10]2[S:11][CH:12]=[CH:13][CH:14]=2)=[O:9])[CH2:2]1.[C:15]([N:20]1[CH2:25][CH2:24][C:23](=O)[CH2:22][CH2:21]1)([O:17][CH2:18][CH3:19])=[O:16].[N-]=C=O. (3) Given the product [NH2:1][C:2]1[CH:7]=[CH:6][C:5]([C:8]([CH3:12])([CH3:11])[C:9]#[N:10])=[C:4]([C:16]2[CH:17]=[CH:18][S:14][CH:15]=2)[CH:3]=1, predict the reactants needed to synthesize it. The reactants are: [NH2:1][C:2]1[CH:7]=[CH:6][C:5]([C:8]([CH3:12])([CH3:11])[C:9]#[N:10])=[C:4](Br)[CH:3]=1.[S:14]1[CH:18]=[CH:17][C:16](B(O)O)=[CH:15]1.C([O-])([O-])=O.[K+].[K+].